Dataset: hERG Central: cardiac toxicity at 1µM, 10µM, and general inhibition. Task: Predict hERG channel inhibition at various concentrations. (1) The drug is N=c1c(C(=O)NC2CCCCC2)cc2c(=O)n3ccccc3nc2n1Cc1ccc(F)cc1. Results: hERG_inhib (hERG inhibition (general)): blocker. (2) The compound is Cc1ccc(C)c(-c2cc(C(=O)Nc3cccnc3)c3ccccc3n2)c1. Results: hERG_inhib (hERG inhibition (general)): blocker. (3) The compound is CC(C)Cc1nnc(NC(=O)CCC(=O)N2CCN(c3ccc([N+](=O)[O-])cc3)CC2)s1. Results: hERG_inhib (hERG inhibition (general)): blocker. (4) The molecule is O=C(CSc1ccc2nnc(-c3ccccc3)n2n1)NCc1ccco1. Results: hERG_inhib (hERG inhibition (general)): blocker. (5) The drug is Cc1nn2c(NCCOCCO)c3c(nc2c1-c1ccccc1)CCC3. Results: hERG_inhib (hERG inhibition (general)): blocker. (6) Results: hERG_inhib (hERG inhibition (general)): blocker. The drug is CC(C)Oc1ccc(CN2CCCC(CO)(Cc3ccc(F)cc3)C2)cc1.